Predict the product of the given reaction. From a dataset of Forward reaction prediction with 1.9M reactions from USPTO patents (1976-2016). (1) Given the reactants I[C:2]1[C:10]2[C:5](=[CH:6][CH:7]=[C:8]([N+:11]([O-:13])=[O:12])[CH:9]=2)[NH:4][N:3]=1.[Cu][C:15]#[N:16], predict the reaction product. The product is: [N+:11]([C:8]1[CH:9]=[C:10]2[C:5](=[CH:6][CH:7]=1)[NH:4][N:3]=[C:2]2[C:15]#[N:16])([O-:13])=[O:12]. (2) Given the reactants FC(F)(F)C(O)=O.[Cl:8][C:9]1[N:10]=[C:11]([N:18]2[CH2:23][CH2:22][O:21][CH2:20][CH2:19]2)[C:12]2[CH2:17][NH:16][CH2:15][C:13]=2[N:14]=1.Cl.[CH3:25][C:26]([CH3:28])=O.C(O[BH-](OC(=O)C)OC(=O)C)(=O)C.[Na+], predict the reaction product. The product is: [Cl:8][C:9]1[N:10]=[C:11]([N:18]2[CH2:19][CH2:20][O:21][CH2:22][CH2:23]2)[C:12]2[CH2:17][N:16]([CH:26]([CH3:28])[CH3:25])[CH2:15][C:13]=2[N:14]=1. (3) Given the reactants [F:1][C:2]1[CH:10]=[CH:9][C:5]2[CH:6]=[CH:7][S:8][C:4]=2[CH:3]=1.C([Li])CCC.[B:16](OC(C)C)([O:21]C(C)C)[O:17]C(C)C.Cl, predict the reaction product. The product is: [F:1][C:2]1[CH:10]=[CH:9][C:5]2[CH:6]=[C:7]([B:16]([OH:21])[OH:17])[S:8][C:4]=2[CH:3]=1.